From a dataset of Reaction yield outcomes from USPTO patents with 853,638 reactions. Predict the reaction yield, written as a fraction of the theoretical maximum amount of product (1.0 means a 100% yield; for example, 0.34 means a 34% yield). (1) The reactants are Br[C:2]1[C:7]([CH3:8])=[CH:6][C:5]([N+:9]([O-:11])=[O:10])=[CH:4][C:3]=1[CH3:12].[F:13][C:14]([F:25])([F:24])[C:15]1[CH:20]=[CH:19][C:18](B(O)O)=[CH:17][CH:16]=1.O.[F-].[K+]. The catalyst is C1(C)C=CC=CC=1.C1C=CC([P]([Pd]([P](C2C=CC=CC=2)(C2C=CC=CC=2)C2C=CC=CC=2)([P](C2C=CC=CC=2)(C2C=CC=CC=2)C2C=CC=CC=2)[P](C2C=CC=CC=2)(C2C=CC=CC=2)C2C=CC=CC=2)(C2C=CC=CC=2)C2C=CC=CC=2)=CC=1. The product is [CH3:12][C:3]1[CH:4]=[C:5]([N+:9]([O-:11])=[O:10])[CH:6]=[C:7]([CH3:8])[C:2]=1[C:18]1[CH:19]=[CH:20][C:15]([C:14]([F:25])([F:24])[F:13])=[CH:16][CH:17]=1. The yield is 0.430. (2) The reactants are [H-].[Na+].[Cl:3][C:4]1[CH:9]=[CH:8][C:7]([O:10][C:11]2[CH:18]=[CH:17][C:14]([CH:15]=O)=[CH:13][CH:12]=2)=[CH:6][C:5]=1[C:19]([F:22])([F:21])[F:20].[CH2:23]1COCC1. The catalyst is [Br-].C[P+](C1C=CC=CC=1)(C1C=CC=CC=1)C1C=CC=CC=1. The product is [Cl:3][C:4]1[CH:9]=[CH:8][C:7]([O:10][C:11]2[CH:18]=[CH:17][C:14]([CH:15]=[CH2:23])=[CH:13][CH:12]=2)=[CH:6][C:5]=1[C:19]([F:22])([F:21])[F:20]. The yield is 0.860. (3) The reactants are [N:1]12[CH2:9][CH2:8][CH:5]([CH2:6][CH2:7]1)[NH:4][C:3](=O)[CH2:2]2.O1CCOCC1. The catalyst is O. The product is [N:1]12[CH2:9][CH2:8][CH:5]([CH2:6][CH2:7]1)[NH:4][CH2:3][CH2:2]2. The yield is 0.780. (4) The reactants are [F:1][C:2]1[CH:7]=[CH:6][CH:5]=[C:4]([F:8])[C:3]=1[N:9]1[C:14]2[N:15]=[C:16]([NH:30][CH2:31][CH2:32][N:33]([CH3:35])[CH3:34])[N:17]=[C:18]([C:19]3[CH:20]=[C:21]([CH:25]=[C:26]([F:29])[C:27]=3[CH3:28])[C:22]([OH:24])=O)[C:13]=2[CH2:12][NH:11][C:10]1=[O:36].[F:37][C:38]1[CH:44]=[CH:43][C:41]([NH2:42])=[CH:40][CH:39]=1.C(N(CC)CC)C.CN(C(ON1N=NC2C=CC=CC1=2)=[N+](C)C)C.F[P-](F)(F)(F)(F)F. The catalyst is C(Cl)Cl. The product is [F:1][C:2]1[CH:7]=[CH:6][CH:5]=[C:4]([F:8])[C:3]=1[N:9]1[C:14]2[N:15]=[C:16]([NH:30][CH2:31][CH2:32][N:33]([CH3:35])[CH3:34])[N:17]=[C:18]([C:19]3[CH:20]=[C:21]([CH:25]=[C:26]([F:29])[C:27]=3[CH3:28])[C:22]([NH:42][C:41]3[CH:43]=[CH:44][C:38]([F:37])=[CH:39][CH:40]=3)=[O:24])[C:13]=2[CH2:12][NH:11][C:10]1=[O:36]. The yield is 0.880. (5) The reactants are Br[C:2]1[CH:3]=[C:4]([S:8]([NH:11][C:12]2[CH:21]=[CH:20][C:15]([C:16]([O:18][CH3:19])=[O:17])=[C:14]([OH:22])[CH:13]=2)(=[O:10])=[O:9])[CH:5]=[CH:6][CH:7]=1.[O:23]1[C:27]2[CH:28]=[CH:29][C:30](B(O)O)=[CH:31][C:26]=2[CH2:25][CH2:24]1. No catalyst specified. The product is [O:23]1[C:27]2[CH:28]=[CH:29][C:30]([C:2]3[CH:3]=[C:4]([S:8]([NH:11][C:12]4[CH:21]=[CH:20][C:15]([C:16]([O:18][CH3:19])=[O:17])=[C:14]([OH:22])[CH:13]=4)(=[O:10])=[O:9])[CH:5]=[CH:6][CH:7]=3)=[CH:31][C:26]=2[CH2:25][CH2:24]1. The yield is 0.820. (6) The reactants are [CH3:1][C:2]1[C:6]([CH2:7][N:8]2[CH:12]=[C:11]([N:13]3[C:17](=[O:18])[CH2:16][N:15]([CH2:19][C:20]4[CH:25]=[CH:24][CH:23]=[CH:22][C:21]=4[N+:26]([O-])=O)[C:14]3=[O:29])[CH:10]=[N:9]2)=[C:5]([CH3:30])[O:4][N:3]=1. The catalyst is C(O)C.[Pd]. The product is [NH2:26][C:21]1[CH:22]=[CH:23][CH:24]=[CH:25][C:20]=1[CH2:19][N:15]1[CH2:16][C:17](=[O:18])[N:13]([C:11]2[CH:10]=[N:9][N:8]([CH2:7][C:6]3[C:2]([CH3:1])=[N:3][O:4][C:5]=3[CH3:30])[CH:12]=2)[C:14]1=[O:29]. The yield is 0.260. (7) The reactants are FC(F)(F)C(O)=O.FC(F)(F)C(O)=O.FC(F)(F)C(O)=O.[CH3:22][C:23]1[CH:32]=[C:31]([CH2:33][O:34][C:35]2[CH:59]=[CH:58][C:38]([C:39]([NH:41][CH2:42][C:43]3([N:52]4[CH2:57][CH2:56][NH:55][CH2:54][CH2:53]4)[C:48](=[O:49])[NH:47][C:46](=[O:50])[NH:45][C:44]3=[O:51])=[O:40])=[CH:37][CH:36]=2)[C:30]2[C:25](=[CH:26][CH:27]=[CH:28][CH:29]=2)[N:24]=1.[C:60](Cl)(=[O:67])[C:61]1[CH:66]=[CH:65][CH:64]=[N:63][CH:62]=1. No catalyst specified. The product is [CH3:22][C:23]1[CH:32]=[C:31]([CH2:33][O:34][C:35]2[CH:36]=[CH:37][C:38]([C:39]([NH:41][CH2:42][C:43]3([N:52]4[CH2:53][CH2:54][N:55]([C:60]([C:61]5[CH:62]=[N:63][CH:64]=[CH:65][CH:66]=5)=[O:67])[CH2:56][CH2:57]4)[C:44](=[O:51])[NH:45][C:46](=[O:50])[NH:47][C:48]3=[O:49])=[O:40])=[CH:58][CH:59]=2)[C:30]2[C:25](=[CH:26][CH:27]=[CH:28][CH:29]=2)[N:24]=1. The yield is 0.850.